This data is from NCI-60 drug combinations with 297,098 pairs across 59 cell lines. The task is: Regression. Given two drug SMILES strings and cell line genomic features, predict the synergy score measuring deviation from expected non-interaction effect. (1) Drug 1: CC1C(C(CC(O1)OC2CC(CC3=C2C(=C4C(=C3O)C(=O)C5=C(C4=O)C(=CC=C5)OC)O)(C(=O)C)O)N)O.Cl. Drug 2: C1=NC2=C(N=C(N=C2N1C3C(C(C(O3)CO)O)F)Cl)N. Cell line: EKVX. Synergy scores: CSS=31.4, Synergy_ZIP=2.89, Synergy_Bliss=-1.37, Synergy_Loewe=-12.8, Synergy_HSA=-2.30. (2) Drug 1: CC(C)(C#N)C1=CC(=CC(=C1)CN2C=NC=N2)C(C)(C)C#N. Drug 2: C1C(C(OC1N2C=NC(=NC2=O)N)CO)O. Cell line: A498. Synergy scores: CSS=-12.8, Synergy_ZIP=7.16, Synergy_Bliss=-3.71, Synergy_Loewe=-18.9, Synergy_HSA=-21.1. (3) Drug 1: CC1C(C(CC(O1)OC2CC(CC3=C2C(=C4C(=C3O)C(=O)C5=C(C4=O)C(=CC=C5)OC)O)(C(=O)C)O)N)O.Cl. Drug 2: C(CCl)NC(=O)N(CCCl)N=O. Cell line: HCT116. Synergy scores: CSS=28.4, Synergy_ZIP=1.31, Synergy_Bliss=4.37, Synergy_Loewe=-17.3, Synergy_HSA=4.51. (4) Drug 1: CC1=C2C(C(=O)C3(C(CC4C(C3C(C(C2(C)C)(CC1OC(=O)C(C(C5=CC=CC=C5)NC(=O)OC(C)(C)C)O)O)OC(=O)C6=CC=CC=C6)(CO4)OC(=O)C)OC)C)OC. Drug 2: C1=NC2=C(N1)C(=S)N=CN2. Cell line: NCI-H226. Synergy scores: CSS=24.1, Synergy_ZIP=-12.0, Synergy_Bliss=-12.7, Synergy_Loewe=-13.4, Synergy_HSA=-7.26.